This data is from Full USPTO retrosynthesis dataset with 1.9M reactions from patents (1976-2016). The task is: Predict the reactants needed to synthesize the given product. (1) Given the product [Br:1][CH2:2][C:3]#[C:4][C@:5]([NH:17][C@H:18]([C:24]([NH:26][C@H:27]([C:49]([NH2:51])=[O:50])[CH2:28][SH:29])=[O:25])[CH2:19][C:20]([F:23])([CH3:22])[CH3:21])([C:10]1[CH:11]=[CH:12][C:13]([Br:16])=[CH:14][CH:15]=1)[C:6]([F:7])([F:8])[F:9], predict the reactants needed to synthesize it. The reactants are: [Br:1][CH2:2][C:3]#[C:4][C@:5]([NH:17][C@H:18]([C:24]([NH:26][C@H:27]([C:49]([NH2:51])=[O:50])[CH2:28][S:29]C(C1C=CC=CC=1)(C1C=CC=CC=1)C1C=CC=CC=1)=[O:25])[CH2:19][C:20]([F:23])([CH3:22])[CH3:21])([C:10]1[CH:15]=[CH:14][C:13]([Br:16])=[CH:12][CH:11]=1)[C:6]([F:9])([F:8])[F:7].[SiH](CC)(CC)CC.C(O)(C(F)(F)F)=O. (2) Given the product [OH:8][CH2:9][C:10]1[CH:15]=[CH:14][N:13]=[C:12]([NH:16][CH3:17])[N:11]=1, predict the reactants needed to synthesize it. The reactants are: [Si]([O:8][CH2:9][C:10]1[CH:15]=[CH:14][N:13]=[C:12]([NH:16][CH3:17])[N:11]=1)(C(C)(C)C)(C)C.O.O.O.[F-].C([N+](CCCC)(CCCC)CCCC)CCC. (3) Given the product [Cl:1][C:2]1[CH:3]=[CH:4][C:5]2[N:6]([N:8]=[C:9]([NH:11][C:24]3[C:14]([O:13][CH3:12])=[CH:15][C:16]4[S:20](=[O:22])(=[O:21])[CH2:19][CH2:18][C:17]=4[CH:23]=3)[N:10]=2)[CH:7]=1, predict the reactants needed to synthesize it. The reactants are: [Cl:1][C:2]1[CH:3]=[CH:4][C:5]2[N:6]([N:8]=[C:9]([NH2:11])[N:10]=2)[CH:7]=1.[CH3:12][O:13][C:14]1[C:24](Br)=[CH:23][C:17]2[CH2:18][CH2:19][S:20](=[O:22])(=[O:21])[C:16]=2[CH:15]=1.O.P([O-])([O-])([O-])=O.[K+].[K+].[K+]. (4) Given the product [C:1]([O:5][C:6](=[O:7])[NH:8][C:9]1([C:12](=[O:14])[NH:35][C:32]2[CH:33]=[CH:34][C:29]([C:24]3[CH:25]=[CH:26][CH:27]=[CH:28][C:23]=3[S:20](=[O:22])(=[O:21])[NH:19][C:15]([CH3:16])([CH3:17])[CH3:18])=[CH:30][C:31]=2[F:36])[CH2:10][CH2:11]1)([CH3:2])([CH3:3])[CH3:4], predict the reactants needed to synthesize it. The reactants are: [C:1]([O:5][C:6]([NH:8][C:9]1([C:12]([OH:14])=O)[CH2:11][CH2:10]1)=[O:7])([CH3:4])([CH3:3])[CH3:2].[C:15]([NH:19][S:20]([C:23]1[C:24]([C:29]2[CH:34]=[CH:33][C:32]([NH2:35])=[C:31]([F:36])[CH:30]=2)=[CH:25][CH:26]=[CH:27][CH:28]=1)(=[O:22])=[O:21])([CH3:18])([CH3:17])[CH3:16].CCOC1N(C(OCC)=O)C2C(=CC=CC=2)C=C1.C(N(CC)CC)C. (5) Given the product [NH2:29][C:28]1[C:3]2[C:4]([C:8]3[CH:13]=[CH:12][C:11]([NH:14][C:15]([NH:17][C:18]4[CH:23]=[CH:22][C:21]([O:24][CH3:25])=[CH:20][C:19]=4[O:26][CH3:27])=[O:30])=[CH:10][CH:9]=3)=[N:5][CH:6]=[CH:7][C:2]=2[NH:32][N:31]=1, predict the reactants needed to synthesize it. The reactants are: Cl[C:2]1[CH:7]=[CH:6][N:5]=[C:4]([C:8]2[CH:13]=[CH:12][C:11]([NH:14][C:15]([NH:17][C:18]3[CH:23]=[CH:22][C:21]([O:24][CH3:25])=[CH:20][C:19]=3[O:26][CH3:27])=O)=[CH:10][CH:9]=2)[C:3]=1[C:28]#[N:29].[OH2:30].[NH2:31][NH2:32].FC(F)(F)C(O)=O. (6) Given the product [N+:1]([CH2:4][CH2:5][C:6]1[CH:11]=[CH:10][CH:9]=[C:8]([N:12]2[CH2:17][CH2:16][CH2:15][CH2:14][CH2:13]2)[N:7]=1)([O-:3])=[O:2], predict the reactants needed to synthesize it. The reactants are: [N+:1](/[CH:4]=[CH:5]/[C:6]1[CH:11]=[CH:10][CH:9]=[C:8]([N:12]2[CH2:17][CH2:16][CH2:15][CH2:14][CH2:13]2)[N:7]=1)([O-:3])=[O:2].[BH4-].[Na+]. (7) The reactants are: [F:1][C:2]1[CH:23]=[CH:22][CH:21]=[C:20]([F:24])[C:3]=1[C:4]([NH:6][C:7]1[C:8]([CH:18]=[O:19])=[N:9][N:10]([CH:12]2[CH2:17][CH2:16][CH2:15][CH2:14][O:13]2)[CH:11]=1)=[O:5].[CH3:25][Mg]Br. Given the product [F:1][C:2]1[CH:23]=[CH:22][CH:21]=[C:20]([F:24])[C:3]=1[C:4]([NH:6][C:7]1[C:8]([CH:18]([OH:19])[CH3:25])=[N:9][N:10]([CH:12]2[CH2:17][CH2:16][CH2:15][CH2:14][O:13]2)[CH:11]=1)=[O:5], predict the reactants needed to synthesize it. (8) Given the product [CH3:1][C:2]1[CH:7]=[C:6]([CH3:8])[NH:5][C:4](=[O:9])[C:3]=1[CH2:10][N:11]1[C:17](=[O:18])[C:16]2[CH:21]=[CH:22][CH:23]=[C:24]([O:25][CH:26]([CH3:28])[CH3:27])[C:15]=2[O:14][CH2:13][CH2:12]1, predict the reactants needed to synthesize it. The reactants are: [CH3:1][C:2]1[CH:7]=[C:6]([CH3:8])[NH:5][C:4](=[O:9])[C:3]=1[CH2:10][NH:11][CH2:12][CH2:13][O:14][C:15]1[C:24]([O:25][CH:26]([CH3:28])[CH3:27])=[CH:23][CH:22]=[CH:21][C:16]=1[C:17](OC)=[O:18].[OH-].[Na+].C(N(CC)CC)C.F[P-](F)(F)(F)(F)F.N1(OC(N(C)C)=[N+](C)C)C2N=CC=CC=2N=N1. (9) Given the product [CH2:36]([NH:35][C:27]1[N:28]=[C:29]([NH:31][CH2:32][C:33]#[CH:34])[N:30]=[C:25]([NH:24][OH:23])[N:26]=1)[CH2:37][CH3:38], predict the reactants needed to synthesize it. The reactants are: ClC1N=C(NNCC#C)N=C(NNCCC)N=1.Cl.NO.C([O:23][N:24](C)[C:25]1[N:30]=[C:29]([NH:31][CH2:32][CH2:33][CH3:34])[N:28]=[C:27]([NH:35][CH2:36][C:37]#[CH:38])[N:26]=1)C. (10) Given the product [CH3:1][NH:2][C@@H:3]1[C:8]2[CH:9]=[CH:10][CH:11]=[CH:12][C:7]=2[C@H:6]([C:13]2[CH:14]=[CH:15][C:16]([Cl:20])=[C:17]([Cl:19])[CH:18]=2)[CH2:5][CH2:4]1.[ClH:19], predict the reactants needed to synthesize it. The reactants are: [CH3:1][NH:2][C@@H:3]1[C:8]2[CH:9]=[CH:10][CH:11]=[CH:12][C:7]=2[C@H:6]([C:13]2[CH:14]=[CH:15][C:16]([Cl:20])=[C:17]([Cl:19])[CH:18]=2)[CH2:5][CH2:4]1.CN(C)C(=O)C.